Dataset: Peptide-MHC class I binding affinity with 185,985 pairs from IEDB/IMGT. Task: Regression. Given a peptide amino acid sequence and an MHC pseudo amino acid sequence, predict their binding affinity value. This is MHC class I binding data. (1) The binding affinity (normalized) is 0.528. The MHC is HLA-A11:01 with pseudo-sequence HLA-A11:01. The peptide sequence is VSTGPQLAK. (2) The peptide sequence is HLAGFIHAC. The MHC is HLA-A02:01 with pseudo-sequence HLA-A02:01. The binding affinity (normalized) is 0.582. (3) The peptide sequence is VQPPQLTLQV. The MHC is HLA-A26:01 with pseudo-sequence HLA-A26:01. The binding affinity (normalized) is 0. (4) The binding affinity (normalized) is 0.999. The MHC is HLA-A02:02 with pseudo-sequence HLA-A02:02. The peptide sequence is FVFNGTSWFI. (5) The peptide sequence is DFIDYEEL. The MHC is H-2-Kb with pseudo-sequence H-2-Kb. The binding affinity (normalized) is 0.0735. (6) The peptide sequence is LEQEQMISCKF. The MHC is Mamu-B17 with pseudo-sequence Mamu-B17. The binding affinity (normalized) is 0. (7) The MHC is HLA-A33:01 with pseudo-sequence HLA-A33:01. The peptide sequence is GMNDYLGIFK. The binding affinity (normalized) is 0.196.